Dataset: Forward reaction prediction with 1.9M reactions from USPTO patents (1976-2016). Task: Predict the product of the given reaction. Given the reactants [F:1][C:2]([F:9])([C:5]([F:8])([F:7])[F:6])[CH2:3][OH:4].C1COCC1.[H-].[Na+].Br[CH2:18][C:19]1[CH:23]=[CH:22][S:21][CH:20]=1, predict the reaction product. The product is: [F:1][C:2]([F:9])([C:5]([F:8])([F:7])[F:6])[CH2:3][O:4][CH2:18][C:19]1[CH:23]=[CH:22][S:21][CH:20]=1.